Dataset: Reaction yield outcomes from USPTO patents with 853,638 reactions. Task: Predict the reaction yield, written as a fraction of the theoretical maximum amount of product (1.0 means a 100% yield; for example, 0.34 means a 34% yield). (1) The reactants are [SH:1][CH2:2][C:3]([O:5][CH2:6][CH3:7])=[O:4].C([O-])([O-])=O.[K+].[K+].Br[CH2:15][C:16]1[CH:21]=[CH:20][C:19]([F:22])=[CH:18][CH:17]=1. The catalyst is C(#N)C. The product is [F:22][C:19]1[CH:20]=[CH:21][C:16]([CH2:15][S:1][CH2:2][C:3]([O:5][CH2:6][CH3:7])=[O:4])=[CH:17][CH:18]=1. The yield is 0.910. (2) The reactants are [CH3:1][N:2]1[C:7]2[CH:8]=[CH:9][C:10]([N:12]3[CH2:16][C@H:15]([C:17]([NH2:19])=[O:18])[O:14][C:13]3=[O:20])=[CH:11][C:6]=2[O:5][CH2:4][C:3]1=[O:21].[F:22][CH2:23][CH2:24]N.Cl.C(N(CC)CC)C. The catalyst is CO. The product is [F:22][CH2:23][CH2:24][NH:19][C:17]([C@@H:15]1[O:14][C:13](=[O:20])[N:12]([C:10]2[CH:9]=[CH:8][C:7]3[N:2]([CH3:1])[C:3](=[O:21])[CH2:4][O:5][C:6]=3[CH:11]=2)[CH2:16]1)=[O:18]. The yield is 0.630. (3) The reactants are [Br:1][C:2]1[CH:3]=[C:4]2[C:8](=[CH:9][CH:10]=1)[N:7]([CH:11]1[CH2:16][CH2:15][N:14]([C:17]([O:19][C:20]([CH3:23])([CH3:22])[CH3:21])=[O:18])[CH2:13][CH2:12]1)[CH2:6][CH2:5]2.ClC1C(=O)C(C#N)=C(C#N)C(=O)C=1Cl.C(OCC)(=O)C. The catalyst is C1COCC1. The product is [Br:1][C:2]1[CH:3]=[C:4]2[C:8](=[CH:9][CH:10]=1)[N:7]([CH:11]1[CH2:16][CH2:15][N:14]([C:17]([O:19][C:20]([CH3:23])([CH3:22])[CH3:21])=[O:18])[CH2:13][CH2:12]1)[CH:6]=[CH:5]2. The yield is 0.910. (4) The reactants are CCN(C(C)C)C(C)C.CS([C:14]1[N:19]=[C:18]([C:20]2[C:28]3[C:23](=[N:24][CH:25]=[C:26]([C:29]([F:32])([F:31])[F:30])[CH:27]=3)[N:22]([S:33]([C:36]3[CH:42]=[CH:41][C:39]([CH3:40])=[CH:38][CH:37]=3)(=[O:35])=[O:34])[CH:21]=2)[C:17]([C:43]#[N:44])=[CH:16][N:15]=1)(=O)=O.[OH2:45]. The catalyst is C(#N)C. The product is [OH:45][C:14]1[N:19]=[C:18]([C:20]2[C:28]3[C:23](=[N:24][CH:25]=[C:26]([C:29]([F:32])([F:31])[F:30])[CH:27]=3)[N:22]([S:33]([C:36]3[CH:42]=[CH:41][C:39]([CH3:40])=[CH:38][CH:37]=3)(=[O:35])=[O:34])[CH:21]=2)[C:17]([C:43]#[N:44])=[CH:16][N:15]=1. The yield is 1.00. (5) The reactants are [Cl:1][C:2]1[N:7]=[C:6]([C:8]([OH:10])=[O:9])[CH:5]=[CH:4][CH:3]=1.Cl.[CH3:12][CH2:13]O. No catalyst specified. The product is [Cl:1][C:2]1[N:7]=[C:6]([C:8]([O:10][CH2:12][CH3:13])=[O:9])[CH:5]=[CH:4][CH:3]=1. The yield is 0.850. (6) The reactants are [Cl:1][C:2]1[CH:25]=[C:24]([C:26]([F:29])([F:28])[F:27])[CH:23]=[CH:22][C:3]=1[CH2:4][N:5]1[C:9](/[CH:10]=[CH:11]/[C:12](O)=[O:13])=[CH:8][C:7]([O:15][CH2:16][C:17]2([CH3:21])[CH2:20][O:19][CH2:18]2)=[N:6]1.[CH2:30]([S:35]([NH2:38])(=[O:37])=[O:36])[CH2:31][CH2:32][CH2:33][CH3:34].N12CCCN=C1CCCCC2. The catalyst is CN(C)C=O. The product is [Cl:1][C:2]1[CH:25]=[C:24]([C:26]([F:29])([F:28])[F:27])[CH:23]=[CH:22][C:3]=1[CH2:4][N:5]1[C:9](/[CH:10]=[CH:11]/[C:12]([NH:38][S:35]([CH2:30][CH2:31][CH2:32][CH2:33][CH3:34])(=[O:37])=[O:36])=[O:13])=[CH:8][C:7]([O:15][CH2:16][C:17]2([CH3:21])[CH2:20][O:19][CH2:18]2)=[N:6]1. The yield is 0.380.